Task: Predict the reactants needed to synthesize the given product.. Dataset: Full USPTO retrosynthesis dataset with 1.9M reactions from patents (1976-2016) (1) Given the product [Cl:1][C:2]1[CH:20]=[CH:19][C:5]([C:6]([NH:8][C:9]2[CH:14]=[CH:13][CH:12]=[C:11]([S:15](=[O:18])(=[O:17])[NH2:16])[CH:10]=2)=[O:7])=[C:4]([O:30][C:24]2[CH:25]=[CH:26][C:27]([F:29])=[CH:28][C:23]=2[Cl:22])[CH:3]=1, predict the reactants needed to synthesize it. The reactants are: [Cl:1][C:2]1[CH:20]=[CH:19][C:5]([C:6]([NH:8][C:9]2[CH:14]=[CH:13][CH:12]=[C:11]([S:15](=[O:18])(=[O:17])[NH2:16])[CH:10]=2)=[O:7])=[C:4](F)[CH:3]=1.[Cl:22][C:23]1[CH:28]=[C:27]([F:29])[CH:26]=[CH:25][C:24]=1[OH:30].C(=O)([O-])[O-].[Cs+].[Cs+]. (2) Given the product [C:1]12([C:11]3[CH:12]=[C:13]([C:62]4[CH:63]=[C:64]5[C:69](=[CH:70][CH:71]=4)[CH:68]=[C:67]([OH:72])[CH:66]=[CH:65]5)[CH:14]=[CH:15][C:16]=3[O:17][CH3:18])[CH2:2][CH:3]3[CH2:4][CH:5]([CH2:6][CH:7]([CH2:9]3)[CH2:8]1)[CH2:10]2, predict the reactants needed to synthesize it. The reactants are: [C:1]12([C:11]3[CH:12]=[C:13](B4OB([C:13]5[CH:14]=[CH:15][C:16]([O:17][CH3:18])=[C:11]([C:1]67[CH2:8][CH:7]8[CH2:9][CH:3]([CH2:4][CH:5]([CH2:6]8)[CH2:10]6)[CH2:2]7)[CH:12]=5)OB([C:13]5[CH:14]=[CH:15][C:16]([O:17][CH3:18])=[C:11]([C:1]67[CH2:8][CH:7]8[CH2:9][CH:3]([CH2:4][CH:5]([CH2:6]8)[CH2:10]6)[CH2:2]7)[CH:12]=5)O4)[CH:14]=[CH:15][C:16]=3[O:17][CH3:18])[CH2:10][CH:5]3[CH2:6][CH:7]([CH2:9][CH:3]([CH2:4]3)[CH2:2]1)[CH2:8]2.Br[C:62]1[CH:63]=[C:64]2[C:69](=[CH:70][CH:71]=1)[CH:68]=[C:67]([OH:72])[CH:66]=[CH:65]2.C([O-])([O-])=O.[Na+].[Na+].C1(C)C=CC=CC=1.